This data is from Forward reaction prediction with 1.9M reactions from USPTO patents (1976-2016). The task is: Predict the product of the given reaction. (1) Given the reactants [CH3:1][O:2][C:3]1[CH:4]=[CH:5][C:6]2[NH:12][C:11](=[O:13])[N:10]([CH:14]3[CH2:19][CH2:18][NH:17][CH2:16][CH2:15]3)[CH2:9][CH2:8][C:7]=2[CH:20]=1.Cl[C:22]1[N:27]=[CH:26][N:25]=[C:24]([C:28]([C:30]2[CH:31]=[C:32]3[C:36](=[C:37]([CH3:39])[CH:38]=2)[N:35]([CH3:40])[CH2:34][C:33]3([CH3:42])[CH3:41])=[O:29])[CH:23]=1.CCN(C(C)C)C(C)C, predict the reaction product. The product is: [CH3:1][O:2][C:3]1[CH:4]=[CH:5][C:6]2[NH:12][C:11](=[O:13])[N:10]([CH:14]3[CH2:19][CH2:18][N:17]([C:22]4[CH:23]=[C:24]([C:28]([C:30]5[CH:31]=[C:32]6[C:36](=[C:37]([CH3:39])[CH:38]=5)[N:35]([CH3:40])[CH2:34][C:33]6([CH3:42])[CH3:41])=[O:29])[N:25]=[CH:26][N:27]=4)[CH2:16][CH2:15]3)[CH2:9][CH2:8][C:7]=2[CH:20]=1. (2) Given the reactants I[C:2]1[CH:12]=[CH:11][C:5]([C:6]([O:8][CH2:9][CH3:10])=[O:7])=[CH:4][CH:3]=1.[CH3:13][CH:14]1[CH2:18][S:17](=[O:20])(=[O:19])[NH:16][CH2:15]1.C(=O)([O-])[O-].[K+].[K+].CNCCNC, predict the reaction product. The product is: [CH3:13][CH:14]1[CH2:18][S:17](=[O:20])(=[O:19])[N:16]([C:2]2[CH:12]=[CH:11][C:5]([C:6]([O:8][CH2:9][CH3:10])=[O:7])=[CH:4][CH:3]=2)[CH2:15]1.